From a dataset of Reaction yield outcomes from USPTO patents with 853,638 reactions. Predict the reaction yield, written as a fraction of the theoretical maximum amount of product (1.0 means a 100% yield; for example, 0.34 means a 34% yield). The catalyst is O1CCOCC1.O. The product is [CH3:1][O:2][C:3](=[O:16])[CH:4]=[CH:5][C:6]1[CH:11]=[CH:10][CH:9]=[C:8]([S:12](=[O:14])(=[O:13])[NH:25][C:21]2[CH:22]=[CH:23][CH:24]=[C:19]([O:18][CH3:17])[CH:20]=2)[CH:7]=1. The yield is 0.820. The reactants are [CH3:1][O:2][C:3](=[O:16])[CH:4]=[CH:5][C:6]1[CH:11]=[CH:10][CH:9]=[C:8]([S:12](Cl)(=[O:14])=[O:13])[CH:7]=1.[CH3:17][O:18][C:19]1[CH:20]=[C:21]([NH2:25])[CH:22]=[CH:23][CH:24]=1.C([O-])(O)=O.[Na+].